This data is from Reaction yield outcomes from USPTO patents with 853,638 reactions. The task is: Predict the reaction yield, written as a fraction of the theoretical maximum amount of product (1.0 means a 100% yield; for example, 0.34 means a 34% yield). (1) The reactants are Cl.[Br:2][C:3]1[CH:10]=[CH:9][C:6]([CH2:7][NH2:8])=[CH:5][CH:4]=1.[OH-].[Na+].[CH3:13][C:14]([O:17][C:18](O[C:18]([O:17][C:14]([CH3:16])([CH3:15])[CH3:13])=[O:19])=[O:19])([CH3:16])[CH3:15]. The catalyst is O1CCOCC1. The product is [C:14]([O:17][C:18](=[O:19])[NH:8][CH2:7][C:6]1[CH:9]=[CH:10][C:3]([Br:2])=[CH:4][CH:5]=1)([CH3:16])([CH3:15])[CH3:13]. The yield is 0.960. (2) The reactants are [CH3:1][O:2][C:3]1[CH:30]=[C:29]2[C:6]([CH2:7][C:8]3[C:12]([C:13]4[CH:14]=[CH:15][C:16]([C:19]#[N:20])=[N:17][CH:18]=4)=[N:11][N:10]([CH2:21][O:22][CH2:23][CH2:24][Si:25]([CH3:28])([CH3:27])[CH3:26])[C:9]=32)=[CH:5][C:4]=1[O:31]COCC[Si](C)(C)C.Cl. The catalyst is CO.C(Cl)Cl. The product is [OH:31][C:4]1[CH:5]=[C:6]2[C:29](=[CH:30][C:3]=1[O:2][CH3:1])[C:9]1[N:10]([CH2:21][O:22][CH2:23][CH2:24][Si:25]([CH3:27])([CH3:28])[CH3:26])[N:11]=[C:12]([C:13]3[CH:14]=[CH:15][C:16]([C:19]#[N:20])=[N:17][CH:18]=3)[C:8]=1[CH2:7]2. The yield is 1.00.